From a dataset of NCI-60 drug combinations with 297,098 pairs across 59 cell lines. Regression. Given two drug SMILES strings and cell line genomic features, predict the synergy score measuring deviation from expected non-interaction effect. (1) Drug 1: CC(C)NC(=O)C1=CC=C(C=C1)CNNC.Cl. Drug 2: CC(C)CN1C=NC2=C1C3=CC=CC=C3N=C2N. Cell line: RPMI-8226. Synergy scores: CSS=-1.27, Synergy_ZIP=-0.0113, Synergy_Bliss=-2.62, Synergy_Loewe=-2.05, Synergy_HSA=-3.61. (2) Drug 1: CC1C(C(CC(O1)OC2CC(CC3=C2C(=C4C(=C3O)C(=O)C5=C(C4=O)C(=CC=C5)OC)O)(C(=O)C)O)N)O.Cl. Drug 2: C1CNP(=O)(OC1)N(CCCl)CCCl. Cell line: MDA-MB-231. Synergy scores: CSS=-0.574, Synergy_ZIP=-4.71, Synergy_Bliss=-4.21, Synergy_Loewe=-24.8, Synergy_HSA=-5.37. (3) Drug 1: CCC(=C(C1=CC=CC=C1)C2=CC=C(C=C2)OCCN(C)C)C3=CC=CC=C3.C(C(=O)O)C(CC(=O)O)(C(=O)O)O. Drug 2: CC=C1C(=O)NC(C(=O)OC2CC(=O)NC(C(=O)NC(CSSCCC=C2)C(=O)N1)C(C)C)C(C)C. Cell line: NCI-H460. Synergy scores: CSS=22.6, Synergy_ZIP=2.62, Synergy_Bliss=3.98, Synergy_Loewe=-40.1, Synergy_HSA=1.85. (4) Drug 1: C1=NC2=C(N=C(N=C2N1C3C(C(C(O3)CO)O)O)F)N. Drug 2: CC1CCCC2(C(O2)CC(NC(=O)CC(C(C(=O)C(C1O)C)(C)C)O)C(=CC3=CSC(=N3)C)C)C. Cell line: KM12. Synergy scores: CSS=48.9, Synergy_ZIP=2.71, Synergy_Bliss=0.0286, Synergy_Loewe=-30.1, Synergy_HSA=0.890. (5) Drug 1: C1C(C(OC1N2C=NC3=C(N=C(N=C32)Cl)N)CO)O. Drug 2: C1=CC=C(C(=C1)C(C2=CC=C(C=C2)Cl)C(Cl)Cl)Cl. Cell line: SNB-75. Synergy scores: CSS=4.44, Synergy_ZIP=-2.07, Synergy_Bliss=-2.30, Synergy_Loewe=-3.77, Synergy_HSA=-2.73. (6) Drug 1: CC1=C2C(C(=O)C3(C(CC4C(C3C(C(C2(C)C)(CC1OC(=O)C(C(C5=CC=CC=C5)NC(=O)OC(C)(C)C)O)O)OC(=O)C6=CC=CC=C6)(CO4)OC(=O)C)O)C)O. Drug 2: CNC(=O)C1=NC=CC(=C1)OC2=CC=C(C=C2)NC(=O)NC3=CC(=C(C=C3)Cl)C(F)(F)F. Cell line: SW-620. Synergy scores: CSS=0.529, Synergy_ZIP=7.31, Synergy_Bliss=9.53, Synergy_Loewe=-0.566, Synergy_HSA=2.39. (7) Drug 1: CC(CN1CC(=O)NC(=O)C1)N2CC(=O)NC(=O)C2. Drug 2: C1=CC(=CC=C1CCCC(=O)O)N(CCCl)CCCl. Cell line: IGROV1. Synergy scores: CSS=45.6, Synergy_ZIP=4.27, Synergy_Bliss=9.18, Synergy_Loewe=12.6, Synergy_HSA=13.9.